From a dataset of Catalyst prediction with 721,799 reactions and 888 catalyst types from USPTO. Predict which catalyst facilitates the given reaction. (1) Reactant: [Cl:1][C:2]1[CH:3]=[CH:4][C:5]([OH:10])=[C:6]([CH:9]=1)[C:7]#[N:8].[H-].[Na+].Cl[C:14]1[N:19]=[N:18][C:17]([C:20]([NH2:22])=[O:21])=[C:16]([NH:23][C:24]2[CH:29]=[CH:28][CH:27]=[C:26]([CH3:30])[N:25]=2)[CH:15]=1. Product: [Cl:1][C:2]1[CH:3]=[CH:4][C:5]([O:10][C:14]2[N:19]=[N:18][C:17]([C:20]([NH2:22])=[O:21])=[C:16]([NH:23][C:24]3[CH:29]=[CH:28][CH:27]=[C:26]([CH3:30])[N:25]=3)[CH:15]=2)=[C:6]([C:7]#[N:8])[CH:9]=1. The catalyst class is: 9. (2) The catalyst class is: 7. Reactant: [C:1]([C:5]1[CH:10]=[C:9]([Cl:11])[CH:8]=[CH:7][C:6]=1[N:12]1[CH2:17][CH2:16][N:15]([C:18](=[O:25])[CH2:19][C:20]([O:22]CC)=[O:21])[CH2:14][CH2:13]1)([CH3:4])([CH3:3])[CH3:2].[Li+].[OH-].Cl. Product: [C:1]([C:5]1[CH:10]=[C:9]([Cl:11])[CH:8]=[CH:7][C:6]=1[N:12]1[CH2:13][CH2:14][N:15]([C:18](=[O:25])[CH2:19][C:20]([OH:22])=[O:21])[CH2:16][CH2:17]1)([CH3:4])([CH3:2])[CH3:3]. (3) Reactant: [C:1]([OH:5])([CH3:4])([CH3:3])[CH3:2].[C:6](Cl)(=[O:10])[C:7]([Cl:9])=[O:8]. Product: [Cl:9][C:7](=[O:8])[C:6]([O:5][C:1]([CH3:4])([CH3:3])[CH3:2])=[O:10]. The catalyst class is: 2. (4) Reactant: [CH2:1]([N:8]1[CH2:12][C@@H:11]([OH:13])[C@H:10]([OH:14])[CH2:9]1)[C:2]1[CH:7]=[CH:6][CH:5]=[CH:4][CH:3]=1.[H-].[Na+].CS(O[CH2:22][CH2:23][CH2:24][CH2:25][CH2:26][CH2:27][CH2:28][CH2:29]/[CH:30]=[CH:31]\[CH2:32][CH2:33][CH2:34][CH2:35][CH2:36][CH3:37])(=O)=O.O. Product: [CH2:1]([N:8]1[CH2:12][C@@H:11]([O:13][CH2:22][CH2:23][CH2:24][CH2:25][CH2:26][CH2:27][CH2:28][CH2:29]/[CH:30]=[CH:31]\[CH2:32][CH2:33][CH2:34][CH2:35][CH2:36][CH3:37])[C@H:10]([O:14][CH2:37][CH2:36][CH2:35][CH2:34][CH2:33][CH2:32][CH2:31][CH2:30]/[CH:29]=[CH:28]\[CH2:27][CH2:26][CH2:25][CH2:24][CH2:23][CH3:22])[CH2:9]1)[C:2]1[CH:3]=[CH:4][CH:5]=[CH:6][CH:7]=1. The catalyst class is: 334. (5) Product: [Br-:5].[F:1][C:2]1[CH:9]=[CH:8][CH:7]=[CH:6][C:3]=1[CH2:4][Zn+:10]. Reactant: [F:1][C:2]1[CH:9]=[CH:8][CH:7]=[CH:6][C:3]=1[CH2:4][Br:5].[Zn:10].BrCCBr. The catalyst class is: 1.